Dataset: Reaction yield outcomes from USPTO patents with 853,638 reactions. Task: Predict the reaction yield, written as a fraction of the theoretical maximum amount of product (1.0 means a 100% yield; for example, 0.34 means a 34% yield). (1) The reactants are [CH3:1][O:2][C:3]1[CH:8]=[CH:7][C:6]([C:9]2[N:10]=[C:11]([NH2:22])[S:12][C:13]=2[CH2:14][CH2:15][C:16]2[CH:21]=[CH:20][CH:19]=[CH:18][CH:17]=2)=[CH:5][CH:4]=1.[CH3:23][O:24][C:25]1[CH:26]=[C:27]([CH:31]=[C:32]([O:36][CH3:37])[C:33]=1[O:34][CH3:35])[C:28](Cl)=[O:29]. No catalyst specified. The product is [CH3:37][O:36][C:32]1[CH:31]=[C:27]([CH:26]=[C:25]([O:24][CH3:23])[C:33]=1[O:34][CH3:35])[C:28]([NH:22][C:11]1[S:12][C:13]([CH2:14][CH2:15][C:16]2[CH:17]=[CH:18][CH:19]=[CH:20][CH:21]=2)=[C:9]([C:6]2[CH:5]=[CH:4][C:3]([O:2][CH3:1])=[CH:8][CH:7]=2)[N:10]=1)=[O:29]. The yield is 0.672. (2) The reactants are [CH2:1]([O:3][C:4]([N:6]1[CH2:22][CH2:21][C:8]2([CH2:11][CH:10]([N:12]3[CH2:17][CH2:16][CH:15]([C:18](O)=[O:19])[CH2:14][CH2:13]3)[CH2:9]2)[CH2:7]1)=[O:5])[CH3:2].Cl.[CH3:24][C:25]1([NH2:29])[CH2:28][CH2:27][CH2:26]1.CN(C(ON1N=NC2C=CC=NC1=2)=[N+](C)C)C.F[P-](F)(F)(F)(F)F.CCN(C(C)C)C(C)C. The catalyst is CN(C=O)C. The product is [CH3:24][C:25]1([NH:29][C:18]([CH:15]2[CH2:16][CH2:17][N:12]([CH:10]3[CH2:11][C:8]4([CH2:21][CH2:22][N:6]([C:4]([O:3][CH2:1][CH3:2])=[O:5])[CH2:7]4)[CH2:9]3)[CH2:13][CH2:14]2)=[O:19])[CH2:28][CH2:27][CH2:26]1. The yield is 0.355. (3) The reactants are CO[C:3](=[O:30])[C:4]1[CH:9]=[C:8]([CH:10]2[CH2:14][CH2:13][O:12][CH2:11]2)[C:7]([C:15]([F:18])([F:17])[F:16])=[CH:6][C:5]=1[NH:19][C:20](OC1C=CC(Cl)=CC=1)=[O:21].[CH3:31][S:32]([NH:35][NH2:36])(=[O:34])=[O:33].CCN(C(C)C)C(C)C. The catalyst is O1CCOCC1. The product is [O:21]=[C:20]1[N:36]([NH:35][S:32]([CH3:31])(=[O:34])=[O:33])[C:3](=[O:30])[C:4]2[C:5](=[CH:6][C:7]([C:15]([F:18])([F:17])[F:16])=[C:8]([CH:10]3[CH2:14][CH2:13][O:12][CH2:11]3)[CH:9]=2)[NH:19]1. The yield is 0.700. (4) The reactants are [CH3:1][C:2]1[O:6][N:5]=[C:4]([C:7]2[CH:12]=[CH:11][CH:10]=[CH:9][N:8]=2)[C:3]=1[CH2:13][CH2:14][C:15]1[S:16][C:17]([C:20]([OH:22])=O)=[CH:18][N:19]=1.F[B-](F)(F)F.[N:28]1(OC(N(C)C)=[N+](C)C)[C:32]2[CH:33]=CC=C[C:31]=2N=N1.C(N(CC)C(C)C)(C)C.C(N)(C)C. The catalyst is CN(C=O)C. The product is [CH:32]([NH:28][C:20]([C:17]1[S:16][C:15]([CH2:14][CH2:13][C:3]2[C:4]([C:7]3[CH:12]=[CH:11][CH:10]=[CH:9][N:8]=3)=[N:5][O:6][C:2]=2[CH3:1])=[N:19][CH:18]=1)=[O:22])([CH3:33])[CH3:31]. The yield is 0.930. (5) The reactants are F[C:2]1[CH:7]=[CH:6][C:5]([F:8])=[CH:4][C:3]=1[N:9]([CH2:17][C:18]1[CH:23]=[CH:22][CH:21]=[C:20]([O:24][C:25]([F:30])([F:29])[CH:26]([F:28])[F:27])[CH:19]=1)[CH2:10][CH:11]([OH:16])[C:12]([F:15])([F:14])[F:13].C([O-])([O-])=O.[K+].[K+]. The catalyst is CN(C)C=O.O. The product is [F:8][C:5]1[CH:6]=[CH:7][C:2]2[O:16][CH:11]([C:12]([F:13])([F:14])[F:15])[CH2:10][N:9]([CH2:17][C:18]3[CH:23]=[CH:22][CH:21]=[C:20]([O:24][C:25]([F:29])([F:30])[CH:26]([F:27])[F:28])[CH:19]=3)[C:3]=2[CH:4]=1. The yield is 0.480. (6) The reactants are C1(P(C2C=CC=CC=2)C2C=CC=CC=2)C=CC=CC=1.CC(OC(/N=N/C(OC(C)C)=O)=O)C.[C:34]([O:38][C:39]([NH:41][C@H:42]1[C@H:47]([OH:48])[CH2:46][CH2:45][N:44]([C:49]([O:51][CH2:52][C:53]2[CH:58]=[CH:57][CH:56]=[CH:55][CH:54]=2)=[O:50])[CH2:43]1)=[O:40])([CH3:37])([CH3:36])[CH3:35].[C:59](O)(=[O:66])[C:60]1[CH:65]=[CH:64][CH:63]=[CH:62][CH:61]=1. The catalyst is O1CCCC1. The product is [C:59]([O:48][C@H:47]1[CH2:46][CH2:45][N:44]([C:49]([O:51][CH2:52][C:53]2[CH:58]=[CH:57][CH:56]=[CH:55][CH:54]=2)=[O:50])[CH2:43][C@H:42]1[NH:41][C:39]([O:38][C:34]([CH3:37])([CH3:35])[CH3:36])=[O:40])(=[O:66])[C:60]1[CH:65]=[CH:64][CH:63]=[CH:62][CH:61]=1. The yield is 0.960. (7) The reactants are [H-].[Na+].[C:3]([O:10][CH3:11])(=[O:9])[CH2:4][C:5]([O:7][CH3:8])=[O:6].Cl[C:13]1[CH:18]=[CH:17][C:16]([N+:19]([O-:21])=[O:20])=[CH:15][C:14]=1[Cl:22]. The catalyst is CN(C=O)C. The product is [Cl:22][C:14]1[CH:15]=[C:16]([N+:19]([O-:21])=[O:20])[CH:17]=[CH:18][C:13]=1[CH:4]([C:3]([O:10][CH3:11])=[O:9])[C:5]([O:7][CH3:8])=[O:6]. The yield is 0.740.